From a dataset of Full USPTO retrosynthesis dataset with 1.9M reactions from patents (1976-2016). Predict the reactants needed to synthesize the given product. (1) Given the product [C:1]([C:3]1[C:4]([N:21]2[CH2:26][CH2:25][CH:24]([C:27](=[O:29])[NH:66][S:63]([N:62]([CH3:61])[C:67]3[CH:72]=[CH:71][CH:70]=[CH:69][CH:68]=3)(=[O:65])=[O:64])[CH2:23][CH2:22]2)=[N:5][C:6]([CH2:14][N:15]2[CH2:19][CH2:18][CH2:17][C:16]2=[O:20])=[C:7]([CH:8]=1)[C:9]([O:11][CH2:12][CH3:13])=[O:10])#[N:2], predict the reactants needed to synthesize it. The reactants are: [C:1]([C:3]1[C:4]([N:21]2[CH2:26][CH2:25][CH:24]([C:27]([OH:29])=O)[CH2:23][CH2:22]2)=[N:5][C:6]([CH2:14][N:15]2[CH2:19][CH2:18][CH2:17][C:16]2=[O:20])=[C:7]([C:9]([O:11][CH2:12][CH3:13])=[O:10])[CH:8]=1)#[N:2].CN(C(ON1N=NC2C=CC=CC1=2)=[N+](C)C)C.[B-](F)(F)(F)F.CCN(C(C)C)C(C)C.[CH3:61][N:62]([C:67]1[CH:72]=[CH:71][CH:70]=[CH:69][CH:68]=1)[S:63]([NH2:66])(=[O:65])=[O:64].C([O-])(O)=O.[Na+]. (2) Given the product [C:24]([C:4]1[C:5]2[C:6]3[C:11](=[CH:10][CH:9]=[CH:8][CH:7]=3)[C:12]3[C:17](=[CH:16][CH:15]=[CH:14][CH:13]=3)[C:18]=2[CH:1]=[CH:2][CH:3]=1)(=[O:25])[CH3:23], predict the reactants needed to synthesize it. The reactants are: [CH:1]1[C:18]2[C:17]3[C:12](=[CH:13][CH:14]=[CH:15][CH:16]=3)[C:11]3[C:6](=[CH:7][CH:8]=[CH:9][CH:10]=3)[C:5]=2[CH:4]=[CH:3][CH:2]=1.[Al+3].[Cl-].[Cl-].[Cl-].[CH3:23][C:24](Cl)=[O:25]. (3) Given the product [OH:59][CH2:60]/[C:61](/[CH3:90])=[CH:62]\[CH2:63][CH2:64][C@H:65]([C@@H:67]1[C@:83]2([CH3:84])[C@:70]([CH3:89])([C:71]3[C:80](=[CH:81][CH2:82]2)[C@:79]2([CH3:85])[CH:74]([C:75]([CH3:88])([CH3:87])[C:76](=[O:86])[CH2:77][CH2:78]2)[CH2:73][CH:72]=3)[CH2:69][CH2:68]1)[CH3:66], predict the reactants needed to synthesize it. The reactants are: CC[C@H]1[C@H]2C[C@H]([C@H](OC3C4C(=CC=CC=4)C(O[C@H](C4C=CN=C5C=4C=C(OC)C=C5)[C@@H]4N5C[C@H](CC)[C@@H](CC5)C4)=NN=3)C3C=CN=C4C=3C=C(OC)C=C4)N(CC2)C1.[OH:59][CH2:60]/[C:61](/[CH3:90])=[CH:62]/[CH2:63][CH2:64][C@H:65]([C@@H:67]1[C@:83]2([CH3:84])[C@:70]([CH3:89])([C:71]3[C:80](=[CH:81][CH2:82]2)[C@:79]2([CH3:85])[CH:74]([C:75]([CH3:88])([CH3:87])[C:76](=[O:86])[CH2:77][CH2:78]2)[CH2:73][CH:72]=3)[CH2:69][CH2:68]1)[CH3:66].CC[C@@H]1[C@@H]2C[C@H]([C@@H](OC3C4C(=CC=CC=4)C(O[C@@H](C4C=CN=C5C=4C=C(OC)C=C5)[C@@H]4N5C[C@H](CC)[C@@H](CC5)C4)=NN=3)C3C=CN=C4C=3C=C(OC)C=C4)N(CC2)C1. (4) Given the product [C:19]([C:18]1[CH:21]=[CH:22][C:23]([CH2:2][C:3]([OH:5])=[O:4])=[C:24]([O:25][CH3:26])[C:17]=1[F:16])#[N:20], predict the reactants needed to synthesize it. The reactants are: C(OC(C)(C)C)(=O)[CH2:2][C:3]([O:5]C(C)(C)C)=[O:4].[F:16][C:17]1[C:24]([O:25][CH3:26])=[C:23](F)[CH:22]=[CH:21][C:18]=1[C:19]#[N:20]. (5) Given the product [ClH:29].[ClH:29].[C:22]1([C@@H:20]2[CH2:21][C@H:19]2[NH:18][CH:15]2[CH2:16][CH2:17][N:12]([C:8]3([CH2:7][C:6]([OH:28])=[O:5])[CH2:11][CH2:10][CH2:9]3)[CH2:13][CH2:14]2)[CH:23]=[CH:24][CH:25]=[CH:26][CH:27]=1, predict the reactants needed to synthesize it. The reactants are: C([O:5][C:6](=[O:28])[CH2:7][C:8]1([N:12]2[CH2:17][CH2:16][CH:15]([NH:18][C@@H:19]3[CH2:21][C@H:20]3[C:22]3[CH:27]=[CH:26][CH:25]=[CH:24][CH:23]=3)[CH2:14][CH2:13]2)[CH2:11][CH2:10][CH2:9]1)(C)(C)C.[ClH:29].O1CCOCC1.